Dataset: Forward reaction prediction with 1.9M reactions from USPTO patents (1976-2016). Task: Predict the product of the given reaction. Given the reactants [Cl:1][C:2]1[CH:3]=[C:4]([C:12]2[O:16][N:15]=[C:14]([C:17]3[CH:18]=[C:19]4[C:23](=[CH:24][CH:25]=3)[NH:22][N:21]=[CH:20]4)[N:13]=2)[CH:5]=[N:6][C:7]=1[O:8][CH:9]([CH3:11])[CH3:10].Br[CH2:27][C:28]([CH3:35])([CH3:34])[C:29]([O:31][CH2:32][CH3:33])=[O:30].C([O-])([O-])=O.[K+].[K+], predict the reaction product. The product is: [Cl:1][C:2]1[CH:3]=[C:4]([C:12]2[O:16][N:15]=[C:14]([C:17]3[CH:18]=[C:19]4[C:23](=[CH:24][CH:25]=3)[N:22]([CH2:27][C:28]([CH3:35])([CH3:34])[C:29]([O:31][CH2:32][CH3:33])=[O:30])[N:21]=[CH:20]4)[N:13]=2)[CH:5]=[N:6][C:7]=1[O:8][CH:9]([CH3:11])[CH3:10].